Task: Predict the product of the given reaction.. Dataset: Forward reaction prediction with 1.9M reactions from USPTO patents (1976-2016) (1) Given the reactants [CH2:1]([O:7][C:8]1[CH:13]=[CH:12][C:11]([N:14]2[CH2:19][CH2:18][N:17]([C:20]3[CH:30]=[CH:29][C:23]([C:24]([O:26]CC)=[O:25])=[CH:22][CH:21]=3)[CH2:16][CH2:15]2)=[CH:10][CH:9]=1)[CH2:2][CH2:3][CH2:4][CH2:5][CH3:6].C(O)C.[OH-].[Na+].[ClH:36], predict the reaction product. The product is: [ClH:36].[CH2:1]([O:7][C:8]1[CH:9]=[CH:10][C:11]([N:14]2[CH2:15][CH2:16][N:17]([C:20]3[CH:21]=[CH:22][C:23]([C:24]([OH:26])=[O:25])=[CH:29][CH:30]=3)[CH2:18][CH2:19]2)=[CH:12][CH:13]=1)[CH2:2][CH2:3][CH2:4][CH2:5][CH3:6]. (2) Given the reactants [CH2:1]([NH:3][CH2:4][CH3:5])[CH3:2].[C@@H:6]12[C:15](=[O:16])[O:14][C:12](=[O:13])[C@@H:7]1[CH2:8][CH2:9][CH2:10][CH2:11]2, predict the reaction product. The product is: [CH2:1]([N:3]([CH2:4][CH3:5])[C:12]([CH:7]1[CH2:8][CH2:9][CH2:10][CH2:11][CH:6]1[C:15]([OH:14])=[O:16])=[O:13])[CH3:2].